From a dataset of Peptide-MHC class II binding affinity with 134,281 pairs from IEDB. Regression. Given a peptide amino acid sequence and an MHC pseudo amino acid sequence, predict their binding affinity value. This is MHC class II binding data. (1) The MHC is DRB1_1101 with pseudo-sequence DRB1_1101. The binding affinity (normalized) is 0.841. The peptide sequence is NAYYVMTVGTKTFLV. (2) The peptide sequence is RWQVVAPQLPDDLMI. The MHC is DRB1_1501 with pseudo-sequence DRB1_1501. The binding affinity (normalized) is 0.0660. (3) The peptide sequence is VVIQDNSDIKVVPRRKAKII. The MHC is HLA-DQA10501-DQB10201 with pseudo-sequence HLA-DQA10501-DQB10201. The binding affinity (normalized) is 0. (4) The peptide sequence is QGQWRGAAGTAAQAA. The MHC is HLA-DQA10401-DQB10402 with pseudo-sequence HLA-DQA10401-DQB10402. The binding affinity (normalized) is 0.457. (5) The peptide sequence is LQSLGADIASEQAVL. The MHC is HLA-DQA10101-DQB10501 with pseudo-sequence HLA-DQA10101-DQB10501. The binding affinity (normalized) is 0.230. (6) The peptide sequence is RWLLIEILKASKSML. The MHC is DRB1_1101 with pseudo-sequence DRB1_1101. The binding affinity (normalized) is 0.844.